Regression/Classification. Given a drug SMILES string, predict its toxicity properties. Task type varies by dataset: regression for continuous values (e.g., LD50, hERG inhibition percentage) or binary classification for toxic/non-toxic outcomes (e.g., AMES mutagenicity, cardiotoxicity, hepatotoxicity). Dataset: clintox. From a dataset of Clinical trial toxicity outcomes and FDA approval status for drugs. (1) The drug is NC(N)=[NH+]Cc1cccc([131I])c1. The result is 0 (passed clinical trial). (2) The molecule is Nc1nc(F)nc2c1ncn2[C@@H]1O[C@H](COP(=O)([O-])[O-])[C@@H](O)[C@@H]1O. The result is 0 (passed clinical trial). (3) The molecule is NC(N)=[NH2+]. The result is 0 (passed clinical trial).